Dataset: Catalyst prediction with 721,799 reactions and 888 catalyst types from USPTO. Task: Predict which catalyst facilitates the given reaction. (1) Reactant: C[Al](C)C.[Cl-].[NH4+:6].[C:7]1([C:13]([C:30]2[CH:35]=[CH:34][CH:33]=[CH:32][CH:31]=2)([C:24]2[CH:29]=[CH:28][CH:27]=[CH:26][CH:25]=2)[N:14]2[CH:18]=[C:17]([C@@H:19]3[CH2:21][C@H:20]3[C:22]#[N:23])[N:16]=[CH:15]2)[CH:12]=[CH:11][CH:10]=[CH:9][CH:8]=1. Product: [C:30]1([C:13]([C:7]2[CH:12]=[CH:11][CH:10]=[CH:9][CH:8]=2)([C:24]2[CH:25]=[CH:26][CH:27]=[CH:28][CH:29]=2)[N:14]2[CH:18]=[C:17]([C@@H:19]3[CH2:21][C@H:20]3[C:22](=[NH:6])[NH2:23])[N:16]=[CH:15]2)[CH:35]=[CH:34][CH:33]=[CH:32][CH:31]=1. The catalyst class is: 648. (2) Reactant: [SH:1][C:2]1[NH:10][C:9]2[C:4](=[N:5][CH:6]=[N:7][C:8]=2[NH2:11])[N:3]=1.I[C:13]1[CH:18]=[CH:17][C:16]([Cl:19])=[CH:15][C:14]=1[Cl:20].CC([O-])(C)C.[Na+]. Product: [Cl:19][C:16]1[CH:15]=[C:14]([Cl:20])[CH:13]=[CH:18][C:17]=1[S:1][C:2]1[NH:3][C:4]2[C:9]([N:10]=1)=[C:8]([NH2:11])[N:7]=[CH:6][N:5]=2. The catalyst class is: 471. (3) Reactant: [Cl:1][C:2]1[CH:7]=[C:6]([Cl:8])[CH:5]=[CH:4][C:3]=1[N:9]1[CH2:14][CH2:13][NH:12][CH2:11][CH2:10]1.[C:15](O[C:15]([O:17][C:18]([CH3:21])([CH3:20])[CH3:19])=[O:16])([O:17][C:18]([CH3:21])([CH3:20])[CH3:19])=[O:16].C(N(CC)CC)C.CO. Product: [C:18]([O:17][C:15]([N:12]1[CH2:11][CH2:10][N:9]([C:3]2[CH:4]=[CH:5][C:6]([Cl:8])=[CH:7][C:2]=2[Cl:1])[CH2:14][CH2:13]1)=[O:16])([CH3:21])([CH3:20])[CH3:19]. The catalyst class is: 84.